This data is from Forward reaction prediction with 1.9M reactions from USPTO patents (1976-2016). The task is: Predict the product of the given reaction. (1) Given the reactants [C:1](Cl)(Cl)=[O:2].[Cl:5][C:6]1[CH:11]=[CH:10][C:9]([CH:12]2[CH:16]([C:17]3[CH:22]=[CH:21][C:20]([Cl:23])=[CH:19][CH:18]=3)[NH:15][C:14]([C:24]3[C:29]([O:30][CH3:31])=[CH:28][CH:27]=[CH:26][C:25]=3[O:32][CH2:33][CH3:34])=[N:13]2)=[CH:8][CH:7]=1.C(N(CC)CC)C.[NH:42]1[CH2:47][CH2:46][NH:45][CH2:44][CH2:43]1, predict the reaction product. The product is: [Cl:5][C:6]1[CH:7]=[CH:8][C:9]([CH:12]2[CH:16]([C:17]3[CH:18]=[CH:19][C:20]([Cl:23])=[CH:21][CH:22]=3)[N:15]([C:1]([N:42]3[CH2:47][CH2:46][NH:45][CH2:44][CH2:43]3)=[O:2])[C:14]([C:24]3[C:29]([O:30][CH3:31])=[CH:28][CH:27]=[CH:26][C:25]=3[O:32][CH2:33][CH3:34])=[N:13]2)=[CH:10][CH:11]=1. (2) Given the reactants Cl[CH2:2][CH2:3][CH2:4][CH2:5][C:6]([C:8]1[CH:13]=[CH:12][CH:11]=[CH:10][C:9]=1[F:14])=[O:7].[NH:15]1[CH2:20][CH2:19][CH:18]([C:21]2[CH:22]=[C:23]([NH:27][C:28]([CH:30]3[CH2:32][CH2:31]3)=[O:29])[CH:24]=[CH:25][CH:26]=2)[CH2:17][CH2:16]1, predict the reaction product. The product is: [F:14][C:9]1[CH:10]=[CH:11][CH:12]=[CH:13][C:8]=1[C:6](=[O:7])[CH2:5][CH2:4][CH2:3][CH2:2][N:15]1[CH2:20][CH2:19][CH:18]([C:21]2[CH:22]=[C:23]([NH:27][C:28]([CH:30]3[CH2:31][CH2:32]3)=[O:29])[CH:24]=[CH:25][CH:26]=2)[CH2:17][CH2:16]1. (3) Given the reactants [NH:1]1[C:5]2[CH:6]=[CH:7][CH:8]=[CH:9][C:4]=2[N:3]=[N:2]1.[CH3:10][C:11]([CH3:15])([CH3:14])[CH:12]=O.[F:16][C:17]1[CH:22]=[CH:21][C:20]([CH2:23][C:24]([NH2:26])=[O:25])=[CH:19][CH:18]=1, predict the reaction product. The product is: [N:1]1([CH:12]([NH:26][C:24](=[O:25])[CH2:23][C:20]2[CH:21]=[CH:22][C:17]([F:16])=[CH:18][CH:19]=2)[C:11]([CH3:15])([CH3:14])[CH3:10])[C:5]2[CH:6]=[CH:7][CH:8]=[CH:9][C:4]=2[N:3]=[N:2]1. (4) Given the reactants C([O:3][C:4]([C:6]1[NH:7][C:8]2[C:13]([CH:14]=1)=[CH:12][CH:11]=[CH:10][C:9]=2[NH:15][C:16]1[CH:21]=[C:20]([C:22]2[CH:27]=[CH:26][C:25]([C:28]([F:31])([F:30])[F:29])=[CH:24][CH:23]=2)[N:19]=[CH:18][N:17]=1)=O)C.[H-].[H-].[H-].[H-].[Li+].[Al+3].CO.CCOC(C)=O, predict the reaction product. The product is: [F:31][C:28]([F:29])([F:30])[C:25]1[CH:26]=[CH:27][C:22]([C:20]2[N:19]=[CH:18][N:17]=[C:16]([NH:15][C:9]3[CH:10]=[CH:11][CH:12]=[C:13]4[C:8]=3[NH:7][C:6]([CH2:4][OH:3])=[CH:14]4)[CH:21]=2)=[CH:23][CH:24]=1. (5) Given the reactants CS(O[CH2:6][C@H:7]1[O:12][CH2:11][C@@H:10]([CH3:13])[N:9]([CH2:14][C:15]2[CH:20]=[CH:19][CH:18]=[CH:17][CH:16]=2)[CH2:8]1)(=O)=O.[I-:21].[Na+], predict the reaction product. The product is: [I:21][CH2:6][C@H:7]1[O:12][CH2:11][C@@H:10]([CH3:13])[N:9]([CH2:14][C:15]2[CH:20]=[CH:19][CH:18]=[CH:17][CH:16]=2)[CH2:8]1.